Predict the reaction yield, written as a fraction of the theoretical maximum amount of product (1.0 means a 100% yield; for example, 0.34 means a 34% yield). From a dataset of Reaction yield outcomes from USPTO patents with 853,638 reactions. The catalyst is C(Cl)Cl. The product is [C:1]([N:8]1[CH2:13][CH2:12][CH2:11][CH:10]([CH2:14][N:15]([C:16]2[CH:21]=[CH:20][CH:19]=[CH:18][CH:17]=2)[C:31](=[O:34])[CH2:32][CH3:33])[CH2:9]1)([O:3][C:4]([CH3:6])([CH3:7])[CH3:5])=[O:2]. The reactants are [C:1]([N:8]1[CH2:13][CH2:12][CH2:11][CH:10]([CH2:14][NH:15][C:16]2[CH:21]=[CH:20][CH:19]=[CH:18][CH:17]=2)[CH2:9]1)([O:3][C:4]([CH3:7])([CH3:6])[CH3:5])=[O:2].C(N(CC)C(C)C)(C)C.[C:31](Cl)(=[O:34])[CH2:32][CH3:33]. The yield is 0.820.